From a dataset of Forward reaction prediction with 1.9M reactions from USPTO patents (1976-2016). Predict the product of the given reaction. (1) Given the reactants [Cl:1][C:2]1[CH:3]=[CH:4][C:5]([F:16])=[C:6]([C:8]2[O:12][N:11]=[C:10]([CH:13]([OH:15])[CH3:14])[CH:9]=2)[CH:7]=1.C(N(CC)CC)C.[CH3:24][S:25](Cl)(=[O:27])=[O:26], predict the reaction product. The product is: [Cl:1][C:2]1[CH:3]=[CH:4][C:5]([F:16])=[C:6]([C:8]2[O:12][N:11]=[C:10]([CH:13]([O:15][S:25]([CH3:24])(=[O:27])=[O:26])[CH3:14])[CH:9]=2)[CH:7]=1. (2) Given the reactants [Br:1][C:2]1[C:3]([F:11])=[C:4]([CH2:9][OH:10])[C:5]([F:8])=[CH:6][CH:7]=1.[C:12]([O:16][C:17]([N:19]1[CH2:24][C@H:23]([CH3:25])[N:22]([C:26](Cl)=[O:27])[C@H:21]([CH3:29])[CH2:20]1)=[O:18])([CH3:15])([CH3:14])[CH3:13], predict the reaction product. The product is: [Br:1][C:2]1[C:3]([F:11])=[C:4]([C:5]([F:8])=[CH:6][CH:7]=1)[CH2:9][O:10][C:26]([N:22]1[C@H:23]([CH3:25])[CH2:24][N:19]([C:17]([O:16][C:12]([CH3:13])([CH3:15])[CH3:14])=[O:18])[CH2:20][C@@H:21]1[CH3:29])=[O:27]. (3) Given the reactants C(N(CC)CC)C.Cl[C:9]([C:22]1[CH:27]=[CH:26][CH:25]=[CH:24][CH:23]=1)([C:16]1[CH:21]=[CH:20][CH:19]=[CH:18][CH:17]=1)[C:10]1[CH:15]=[CH:14][CH:13]=[CH:12][CH:11]=1.FC(F)(F)C(O)=O.[C:35]([S:38][CH:39]1[CH2:44][CH2:43][NH:42][CH2:41]/[C:40]/1=[CH:45]\[C:46]1[CH:50]=[CH:49][N:48]([CH2:51][CH2:52][C:53]([O:55][CH2:56][CH3:57])=[O:54])[N:47]=1)(=[O:37])[CH3:36], predict the reaction product. The product is: [C:35]([S:38][CH:39]1[CH2:44][CH2:43][N:42]([C:9]([C:22]2[CH:27]=[CH:26][CH:25]=[CH:24][CH:23]=2)([C:16]2[CH:21]=[CH:20][CH:19]=[CH:18][CH:17]=2)[C:10]2[CH:15]=[CH:14][CH:13]=[CH:12][CH:11]=2)[CH2:41]/[C:40]/1=[CH:45]\[C:46]1[CH:50]=[CH:49][N:48]([CH2:51][CH2:52][C:53]([O:55][CH2:56][CH3:57])=[O:54])[N:47]=1)(=[O:37])[CH3:36]. (4) Given the reactants Cl.Cl.[CH:3]12[CH2:9][CH:6]([NH:7][CH2:8]1)[CH2:5][N:4]2[CH2:10][CH2:11][N:12]1[C:16]2[CH:17]=[CH:18][CH:19]=[CH:20][C:15]=2[N:14]([C:21]2[CH:26]=[CH:25][CH:24]=[CH:23][CH:22]=2)[S:13]1(=[O:28])=[O:27].C([O-])=O.[NH4+], predict the reaction product. The product is: [CH:3]12[CH2:9][CH:6]([NH:7][CH2:8]1)[CH2:5][N:4]2[CH2:10][CH2:11][N:12]1[C:16]2[CH:17]=[CH:18][CH:19]=[CH:20][C:15]=2[N:14]([C:21]2[CH:26]=[CH:25][CH:24]=[CH:23][CH:22]=2)[S:13]1(=[O:27])=[O:28].